From a dataset of Forward reaction prediction with 1.9M reactions from USPTO patents (1976-2016). Predict the product of the given reaction. (1) The product is: [C:7]([C:6]1[C:5]([N+:2]([O-:4])=[O:3])=[CH:12][CH:11]=[CH:10][C:9]=1[O:13][CH2:14][CH:15]1[CH2:20][CH2:19][CH2:18][N:17]([C:32]([NH:31][CH2:28][CH2:29][CH3:30])=[O:33])[CH2:16]1)#[N:8]. Given the reactants Cl.[N+:2]([C:5]1[CH:12]=[CH:11][CH:10]=[C:9]([O:13][CH2:14][CH:15]2[CH2:20][CH2:19][CH2:18][NH:17][CH2:16]2)[C:6]=1[C:7]#[N:8])([O-:4])=[O:3].C(N(CC)CC)C.[CH2:28]([N:31]=[C:32]=[O:33])[CH2:29][CH3:30], predict the reaction product. (2) Given the reactants CC1C=CC=C(C)N=1.[O:9]1[C:13]2[CH:14]=[CH:15][C:16]([CH:18](Br)[C:19]([O:21][CH3:22])=[O:20])=[CH:17][C:12]=2[O:11][CH2:10]1.[Br:24][C:25]1[CH:26]=[C:27]2[C:31](=[CH:32][CH:33]=1)[N:30]([CH3:34])[CH:29]=[CH:28]2, predict the reaction product. The product is: [O:9]1[C:13]2[CH:14]=[CH:15][C:16]([CH:18]([C:28]3[C:27]4[C:31](=[CH:32][CH:33]=[C:25]([Br:24])[CH:26]=4)[N:30]([CH3:34])[CH:29]=3)[C:19]([O:21][CH3:22])=[O:20])=[CH:17][C:12]=2[O:11][CH2:10]1.